Dataset: Catalyst prediction with 721,799 reactions and 888 catalyst types from USPTO. Task: Predict which catalyst facilitates the given reaction. (1) Reactant: [Br:1][C:2]1[CH:10]=[C:9]2[C:5]([CH2:6][C:7](=[O:11])[NH:8]2)=[CH:4][CH:3]=1.[CH:12](NC(C)C)(C)[CH3:13].[Li]CCCC.BrCCBr. Product: [Br:1][C:2]1[CH:10]=[C:9]2[C:5]([C:6]3([CH2:13][CH2:12]3)[C:7](=[O:11])[NH:8]2)=[CH:4][CH:3]=1. The catalyst class is: 7. (2) Reactant: [F:1][C:2]([F:22])([F:21])[C@@H:3]1[CH2:7][CH2:6][CH2:5][N:4]1[C:8]1[N:13]=[CH:12][C:11]([C:14]2[N:19]=[C:18]([NH2:20])[CH:17]=[CH:16][CH:15]=2)=[CH:10][N:9]=1.[CH3:23][N:24]1[C:32](=[O:33])[C:31]2[N:30]([C@@H:34]([CH3:38])[C:35](O)=[O:36])[CH:29]=[N:28][C:27]=2[N:26]([CH3:39])[C:25]1=[O:40].C1C=NC2N(O)N=NC=2C=1.C1CCC(N=C=NC2CCCCC2)CC1.N1C=CC=CC=1. Product: [CH3:23][N:24]1[C:32](=[O:33])[C:31]2[N:30]([C@@H:34]([CH3:38])[C:35]([NH:20][C:18]3[CH:17]=[CH:16][CH:15]=[C:14]([C:11]4[CH:10]=[N:9][C:8]([N:4]5[CH2:5][CH2:6][CH2:7][C@H:3]5[C:2]([F:1])([F:21])[F:22])=[N:13][CH:12]=4)[N:19]=3)=[O:36])[CH:29]=[N:28][C:27]=2[N:26]([CH3:39])[C:25]1=[O:40]. The catalyst class is: 2. (3) Reactant: [O:1]1[C:6]2[CH:7]=[CH:8][C:9]([CH2:11][NH:12][CH:13]3[CH2:18][CH2:17][N:16]([CH2:19][CH2:20][N:21]4[C:30]5[C:25](=[CH:26][CH:27]=[CH:28][CH:29]=5)[N:24]=[CH:23][C:22]4=[O:31])[CH2:15][CH2:14]3)=[CH:10][C:5]=2[O:4][CH2:3][CH2:2]1.[ClH:32].C(OCC)(=O)C. Product: [ClH:32].[O:1]1[C:6]2[CH:7]=[CH:8][C:9]([CH2:11][NH:12][CH:13]3[CH2:18][CH2:17][N:16]([CH2:19][CH2:20][N:21]4[C:30]5[C:25](=[CH:26][CH:27]=[CH:28][CH:29]=5)[N:24]=[CH:23][C:22]4=[O:31])[CH2:15][CH2:14]3)=[CH:10][C:5]=2[O:4][CH2:3][CH2:2]1. The catalyst class is: 13. (4) The catalyst class is: 3. Reactant: CN(C(ON1N=NC2C=CC=NC1=2)=[N+](C)C)C.F[P-](F)(F)(F)(F)F.[OH:25][C:26]1[CH:27]=[C:28]2[C:32](=[CH:33][CH:34]=1)[NH:31][CH:30]=[C:29]2[CH2:35][C:36]([OH:38])=O.CCN(C(C)C)C(C)C.[F:48][C:49]1[CH:50]=[C:51]([CH2:56][CH:57]([C:59]2[N:60]=[CH:61][S:62][C:63]=2[C:64]2[CH:69]=[CH:68][CH:67]=[CH:66][C:65]=2[CH3:70])[NH2:58])[CH:52]=[C:53]([F:55])[CH:54]=1. Product: [F:48][C:49]1[CH:50]=[C:51]([CH2:56][CH:57]([NH:58][C:36](=[O:38])[CH2:35][C:29]2[C:28]3[C:32](=[CH:33][CH:34]=[C:26]([OH:25])[CH:27]=3)[NH:31][CH:30]=2)[C:59]2[N:60]=[CH:61][S:62][C:63]=2[C:64]2[CH:69]=[CH:68][CH:67]=[CH:66][C:65]=2[CH3:70])[CH:52]=[C:53]([F:55])[CH:54]=1.